Dataset: Forward reaction prediction with 1.9M reactions from USPTO patents (1976-2016). Task: Predict the product of the given reaction. (1) Given the reactants [NH:1]1[CH2:6][CH2:5][NH:4][CH2:3][CH2:2]1.[C:7]([CH:17]([CH2:21][CH2:22][CH2:23][CH2:24][NH2:25])C(O)=O)(OCC1C=CC=CC=1)=[O:8].C1CCC(N=C=NC2CCCCC2)CC1.C1C=CC2N(O)N=NC=2C=1.[C:51]1([CH2:57][C:58]([OH:60])=O)[CH:56]=[CH:55][CH:54]=[CH:53][CH:52]=1, predict the reaction product. The product is: [C:51]1([CH2:57][C:58]([N:1]2[CH2:6][CH2:5][N:4]([C:7](=[O:8])[CH2:17][CH2:21][CH2:22][CH2:23][CH2:24][NH2:25])[CH2:3][CH2:2]2)=[O:60])[CH:52]=[CH:53][CH:54]=[CH:55][CH:56]=1. (2) Given the reactants [CH2:1]([O:4][C:5](=[O:41])[C@@H:6]([NH:33][C:34]([O:36][C:37]([CH3:40])([CH3:39])[CH3:38])=[O:35])[CH2:7][C:8]1[CH:32]=[CH:31][C:11]([O:12][C:13]([NH:15][CH2:16][CH2:17][CH:18]([N:22]([C:24]([O:26][C:27]([CH3:30])([CH3:29])[CH3:28])=[O:25])[CH3:23])[C:19]([OH:21])=O)=[O:14])=[CH:10][CH:9]=1)[CH:2]=[CH2:3].[C:42]([S:61][CH2:62][C@@H:63]([C:65]([NH2:67])=[O:66])[NH2:64])([C:55]1[CH:60]=[CH:59][CH:58]=[CH:57][CH:56]=1)([C:49]1[CH:54]=[CH:53][CH:52]=[CH:51][CH:50]=1)[C:43]1[CH:48]=[CH:47][CH:46]=[CH:45][CH:44]=1.C(N(CC)C(C)C)(C)C.CN(C(ON1N=NC2C=CC=NC1=2)=[N+](C)C)C.F[P-](F)(F)(F)(F)F, predict the reaction product. The product is: [NH2:67][C:65](=[O:66])[C@@H:63]([NH:64][C:19](=[O:21])[CH:18]([N:22]([C:24]([O:26][C:27]([CH3:28])([CH3:30])[CH3:29])=[O:25])[CH3:23])[CH2:17][CH2:16][NH:15][C:13]([O:12][C:11]1[CH:31]=[CH:32][C:8]([CH2:7][C@@H:6]([C:5]([O:4][CH2:1][CH:2]=[CH2:3])=[O:41])[NH:33][C:34]([O:36][C:37]([CH3:40])([CH3:38])[CH3:39])=[O:35])=[CH:9][CH:10]=1)=[O:14])[CH2:62][S:61][C:42]([C:43]1[CH:48]=[CH:47][CH:46]=[CH:45][CH:44]=1)([C:49]1[CH:50]=[CH:51][CH:52]=[CH:53][CH:54]=1)[C:55]1[CH:60]=[CH:59][CH:58]=[CH:57][CH:56]=1. (3) The product is: [NH2:11][C@@H:12]([CH2:33][C:34]1[CH:35]=[CH:36][CH:37]=[CH:38][CH:39]=1)[C@H:13]([OH:32])[CH2:14][N:15]([CH2:23][C:24]1[CH:29]=[CH:28][CH:27]=[C:26]([O:30][CH3:31])[CH:25]=1)[C:16](=[O:22])[O:17][C:18]([CH3:21])([CH3:19])[CH3:20]. Given the reactants C(OC([NH:11][C@@H:12]([CH2:33][C:34]1[CH:39]=[CH:38][CH:37]=[CH:36][CH:35]=1)[C@H:13]([OH:32])[CH2:14][N:15]([CH2:23][C:24]1[CH:29]=[CH:28][CH:27]=[C:26]([O:30][CH3:31])[CH:25]=1)[C:16](=[O:22])[O:17][C:18]([CH3:21])([CH3:20])[CH3:19])=O)C1C=CC=CC=1.[H][H], predict the reaction product. (4) Given the reactants [Cl:1][C:2]1[CH:3]=[N:4][CH:5]=[C:6]([Cl:17])[C:7]=1[N:8]1[CH2:13][CH2:12][CH:11]([C:14]([NH2:16])=O)[CH2:10][CH2:9]1.Cl, predict the reaction product. The product is: [Cl:1][C:2]1[CH:3]=[N:4][CH:5]=[C:6]([Cl:17])[C:7]=1[N:8]1[CH2:13][CH2:12][CH:11]([CH2:14][NH2:16])[CH2:10][CH2:9]1.